This data is from NCI-60 drug combinations with 297,098 pairs across 59 cell lines. The task is: Regression. Given two drug SMILES strings and cell line genomic features, predict the synergy score measuring deviation from expected non-interaction effect. (1) Drug 1: CC=C1C(=O)NC(C(=O)OC2CC(=O)NC(C(=O)NC(CSSCCC=C2)C(=O)N1)C(C)C)C(C)C. Drug 2: C1=CC=C(C=C1)NC(=O)CCCCCCC(=O)NO. Cell line: SK-MEL-28. Synergy scores: CSS=62.8, Synergy_ZIP=-0.442, Synergy_Bliss=-0.826, Synergy_Loewe=0.607, Synergy_HSA=2.62. (2) Drug 1: CC1=C(C=C(C=C1)C(=O)NC2=CC(=CC(=C2)C(F)(F)F)N3C=C(N=C3)C)NC4=NC=CC(=N4)C5=CN=CC=C5. Drug 2: C1CNP(=O)(OC1)N(CCCl)CCCl. Cell line: CAKI-1. Synergy scores: CSS=-15.4, Synergy_ZIP=5.79, Synergy_Bliss=0.323, Synergy_Loewe=-11.7, Synergy_HSA=-12.2. (3) Drug 1: CNC(=O)C1=CC=CC=C1SC2=CC3=C(C=C2)C(=NN3)C=CC4=CC=CC=N4. Drug 2: CC1=C(N=C(N=C1N)C(CC(=O)N)NCC(C(=O)N)N)C(=O)NC(C(C2=CN=CN2)OC3C(C(C(C(O3)CO)O)O)OC4C(C(C(C(O4)CO)O)OC(=O)N)O)C(=O)NC(C)C(C(C)C(=O)NC(C(C)O)C(=O)NCCC5=NC(=CS5)C6=NC(=CS6)C(=O)NCCC[S+](C)C)O. Cell line: PC-3. Synergy scores: CSS=-1.10, Synergy_ZIP=0.841, Synergy_Bliss=-1.60, Synergy_Loewe=-9.28, Synergy_HSA=-3.89. (4) Drug 1: C1=C(C(=O)NC(=O)N1)N(CCCl)CCCl. Drug 2: CC1=C(C=C(C=C1)NC(=O)C2=CC=C(C=C2)CN3CCN(CC3)C)NC4=NC=CC(=N4)C5=CN=CC=C5. Cell line: MOLT-4. Synergy scores: CSS=62.3, Synergy_ZIP=3.57, Synergy_Bliss=2.92, Synergy_Loewe=-7.35, Synergy_HSA=3.32. (5) Drug 1: C1CCN(CC1)CCOC2=CC=C(C=C2)C(=O)C3=C(SC4=C3C=CC(=C4)O)C5=CC=C(C=C5)O. Drug 2: CC1C(C(=O)NC(C(=O)N2CCCC2C(=O)N(CC(=O)N(C(C(=O)O1)C(C)C)C)C)C(C)C)NC(=O)C3=C4C(=C(C=C3)C)OC5=C(C(=O)C(=C(C5=N4)C(=O)NC6C(OC(=O)C(N(C(=O)CN(C(=O)C7CCCN7C(=O)C(NC6=O)C(C)C)C)C)C(C)C)C)N)C. Cell line: CAKI-1. Synergy scores: CSS=10.7, Synergy_ZIP=-0.655, Synergy_Bliss=-6.15, Synergy_Loewe=-46.6, Synergy_HSA=-4.45. (6) Drug 1: C1CN1P(=S)(N2CC2)N3CC3. Drug 2: C1C(C(OC1N2C=NC3=C(N=C(N=C32)Cl)N)CO)O. Cell line: MALME-3M. Synergy scores: CSS=35.3, Synergy_ZIP=-7.20, Synergy_Bliss=-5.84, Synergy_Loewe=-8.79, Synergy_HSA=0.538. (7) Drug 2: CC1C(C(CC(O1)OC2CC(CC3=C2C(=C4C(=C3O)C(=O)C5=C(C4=O)C(=CC=C5)OC)O)(C(=O)C)O)N)O.Cl. Cell line: NCI-H226. Synergy scores: CSS=21.9, Synergy_ZIP=0.485, Synergy_Bliss=5.97, Synergy_Loewe=-3.79, Synergy_HSA=4.23. Drug 1: CC12CCC(CC1=CCC3C2CCC4(C3CC=C4C5=CN=CC=C5)C)O. (8) Drug 1: CCC(=C(C1=CC=CC=C1)C2=CC=C(C=C2)OCCN(C)C)C3=CC=CC=C3.C(C(=O)O)C(CC(=O)O)(C(=O)O)O. Drug 2: CC1=C(C(=O)C2=C(C1=O)N3CC4C(C3(C2COC(=O)N)OC)N4)N. Cell line: PC-3. Synergy scores: CSS=14.9, Synergy_ZIP=-5.90, Synergy_Bliss=-3.89, Synergy_Loewe=-7.02, Synergy_HSA=-1.71.